Task: Predict the product of the given reaction.. Dataset: Forward reaction prediction with 1.9M reactions from USPTO patents (1976-2016) (1) Given the reactants [CH2:1]([C:5]([NH:16]C(OC(C)(C)C)=O)([C:11]([O:13][CH2:14][CH3:15])=[O:12])[C:6]([O:8][CH2:9][CH3:10])=[O:7])[CH2:2][CH:3]=[CH2:4].C(O)(C(F)(F)F)=O, predict the reaction product. The product is: [NH2:16][C:5]([CH2:1][CH2:2][CH:3]=[CH2:4])([C:6]([O:8][CH2:9][CH3:10])=[O:7])[C:11]([O:13][CH2:14][CH3:15])=[O:12]. (2) Given the reactants [C:1]([C:4]1[CH:5]=[C:6]([C:10]#[C:11][C:12]2[C:17]([C:18]([F:21])([F:20])[F:19])=[CH:16][N:15]=[C:14]([NH:22][C:23]3[CH:42]=[CH:41][C:26]([CH2:27][N:28]4[CH2:33][CH2:32][N:31]([C:34]([O:36][C:37]([CH3:40])([CH3:39])[CH3:38])=[O:35])[CH2:30][CH2:29]4)=[CH:25][CH:24]=3)[N:13]=2)[CH:7]=[CH:8][CH:9]=1)(=[O:3])[NH2:2].C(N(CC)CC)C, predict the reaction product. The product is: [C:1]([C:4]1[CH:5]=[C:6]([CH:7]=[CH:8][CH:9]=1)[CH2:10][CH2:11][C:12]1[C:17]([C:18]([F:21])([F:19])[F:20])=[CH:16][N:15]=[C:14]([NH:22][C:23]2[CH:24]=[CH:25][C:26]([CH2:27][N:28]3[CH2:29][CH2:30][N:31]([C:34]([O:36][C:37]([CH3:38])([CH3:39])[CH3:40])=[O:35])[CH2:32][CH2:33]3)=[CH:41][CH:42]=2)[N:13]=1)(=[O:3])[NH2:2].